Dataset: Full USPTO retrosynthesis dataset with 1.9M reactions from patents (1976-2016). Task: Predict the reactants needed to synthesize the given product. (1) Given the product [CH3:19][Si:20]([CH3:22])([CH3:21])[NH:4][C:3]1[C:2]([Cl:1])=[CH:8][C:7]([C:9]([F:12])([F:11])[F:10])=[CH:6][C:5]=1[Cl:13], predict the reactants needed to synthesize it. The reactants are: [Cl:1][C:2]1[CH:8]=[C:7]([C:9]([F:12])([F:11])[F:10])[CH:6]=[C:5]([Cl:13])[C:3]=1[NH2:4].C([Li])CCC.[CH3:19][Si:20](Cl)([CH3:22])[CH3:21]. (2) Given the product [C:1]([C:4]1[C:9](/[CH:10]=[CH:11]/[C:12]([OH:14])=[O:13])=[C:8]([F:19])[C:7]([Cl:20])=[CH:6][CH:5]=1)(=[O:3])[CH3:2], predict the reactants needed to synthesize it. The reactants are: [C:1]([C:4]1[C:9](/[CH:10]=[CH:11]/[C:12]([O:14]C(C)(C)C)=[O:13])=[C:8]([F:19])[C:7]([Cl:20])=[CH:6][CH:5]=1)(=[O:3])[CH3:2]. (3) Given the product [Br:25][C:17]1[CH:16]=[C:15]([CH:4]2[C:3]([C:26]#[N:27])=[CH:2][O:7][CH:6]3[C:8]4[C:12](=[CH:13][CH:14]=[C:5]23)[N:11]=[CH:10][CH:9]=4)[CH:20]=[C:19]([O:21][CH3:22])[C:18]=1[O:23][CH3:24], predict the reactants needed to synthesize it. The reactants are: N[C:2]1[O:7][CH:6]2[C:8]3[C:12](=[CH:13][CH:14]=[C:5]2[CH:4]([C:15]2[CH:20]=[C:19]([O:21][CH3:22])[C:18]([O:23][CH3:24])=[C:17]([Br:25])[CH:16]=2)[C:3]=1[C:26]#[N:27])[N:11]=[CH:10][CH:9]=3.C(ON=O)(C)(C)C.[BH4-].[Na+]. (4) The reactants are: [C:1]12([NH2:11])[CH2:10][CH:5]3[CH2:6][CH:7]([CH2:9][CH:3]([CH2:4]3)[CH2:2]1)[CH2:8]2.[C:12]([C:16]1[S:17][C:18]([CH:21]=O)=[CH:19][N:20]=1)([CH3:15])([CH3:14])[CH3:13]. Given the product [C:12]([C:16]1[S:17][C:18]([CH2:21][NH:11][C:1]23[CH2:8][CH:7]4[CH2:6][CH:5]([CH2:4][CH:3]([CH2:9]4)[CH2:2]2)[CH2:10]3)=[CH:19][N:20]=1)([CH3:15])([CH3:14])[CH3:13], predict the reactants needed to synthesize it. (5) Given the product [N:3]1[CH:4]=[CH:5][C:6]([C:36]2[O:40][N:41]=[CH:42][N:37]=2)=[N:1][CH:2]=1, predict the reactants needed to synthesize it. The reactants are: [N:1]1[CH:6]=[CH:5][CH:4]=[N:3][C:2]=1C(O)=O.CCN(C(C)C)C(C)C.C1C=CC2N(O)N=NC=2C=1.C(Cl)CCl.CN([C:36]([O:40][N:41]1N=NC2C=CC=C[C:42]1=2)=[N+:37](C)C)C.[B-](F)(F)(F)F.ONC(C1C=CC=CN=1)=N.C1C2C(C3ON=C(N)N=3)CN(C2)C1. (6) Given the product [Na+:41].[Na+:41].[Na+:41].[CH2:18]([P:13]([CH2:12][P:8](=[O:7])([O-:11])[O-:9])([OH:15])=[O:14])[CH2:19][CH2:20][CH2:21][CH2:22][CH2:23][CH2:24][CH2:25][CH2:26][CH3:27], predict the reactants needed to synthesize it. The reactants are: Br[Si](C)(C)C.C[O:7][P:8]([CH2:12][P:13]([CH2:18][CH2:19][CH2:20][CH2:21][CH2:22][CH2:23][CH2:24][CH2:25][CH2:26][CH3:27])([O:15]CC)=[O:14])(=[O:11])[O:9]C.C(N(CCCC)CCCC)CCC.[Na+:41].[I-].CC(C)=O. (7) Given the product [N:1]1[CH:6]=[CH:5][CH:4]=[CH:3][C:2]=1[C@@H:7]1[CH2:11][CH2:10][C@@H:9]([NH2:12])[CH2:8]1, predict the reactants needed to synthesize it. The reactants are: [N:1]1[CH:6]=[CH:5][CH:4]=[CH:3][C:2]=1[C@@H:7]1[CH2:11][CH2:10][C@@H:9]([N:12]2C(=O)C3=CC=CC=C3C2=O)[CH2:8]1. (8) Given the product [NH2:3][C:4]1[N:5]=[CH:6][C:7]([C:21]2[CH:26]=[CH:25][N:24]=[C:23]([C:27]3([C:33]#[N:34])[CH2:32][CH2:31][CH2:30][N:29]([CH3:35])[CH2:28]3)[CH:22]=2)=[N:8][C:9]=1[C:10]1[O:14][N:13]=[C:12]([C:15]2[CH:20]=[CH:19][CH:18]=[CH:17][CH:16]=2)[CH:11]=1, predict the reactants needed to synthesize it. The reactants are: IC.[NH2:3][C:4]1[N:5]=[CH:6][C:7]([C:21]2[CH:26]=[CH:25][N:24]=[C:23]([C:27]3([C:33]#[N:34])[CH2:32][CH2:31][CH2:30][NH:29][CH2:28]3)[CH:22]=2)=[N:8][C:9]=1[C:10]1[O:14][N:13]=[C:12]([C:15]2[CH:20]=[CH:19][CH:18]=[CH:17][CH:16]=2)[CH:11]=1.[CH2:35](N(CC)CC)C. (9) Given the product [C:2]([N:6]1[C:15]([NH2:16])=[CH:14][CH:17]=[N:7]1)([CH3:5])([CH3:4])[CH3:3], predict the reactants needed to synthesize it. The reactants are: Cl.[C:2]([NH:6][NH2:7])([CH3:5])([CH3:4])[CH3:3].C([O-])(=O)C.[Na+].Cl[C:14](=[CH2:17])[C:15]#[N:16].